Dataset: Catalyst prediction with 721,799 reactions and 888 catalyst types from USPTO. Task: Predict which catalyst facilitates the given reaction. (1) Reactant: [H-].[Na+].[I:3][C:4]1[C:12]2[C:7](=[CH:8][CH:9]=[C:10]([C:13]([O:15][CH3:16])=[O:14])[CH:11]=2)[NH:6][CH:5]=1.[C:17]1([CH3:27])[CH:22]=[CH:21][C:20]([S:23](Cl)(=[O:25])=[O:24])=[CH:19][CH:18]=1.O. Product: [I:3][C:4]1[C:12]2[C:7](=[CH:8][CH:9]=[C:10]([C:13]([O:15][CH3:16])=[O:14])[CH:11]=2)[N:6]([S:23]([C:20]2[CH:21]=[CH:22][C:17]([CH3:27])=[CH:18][CH:19]=2)(=[O:25])=[O:24])[CH:5]=1. The catalyst class is: 1. (2) Reactant: Br[C:2]1[CH:7]=[CH:6][C:5]([Br:8])=[CH:4][N:3]=1.[C:9](CCCO)#[N:10].[CH3:15][Si](C)(C)[N-][Si](C)(C)C.[Na+].CCO[C:28]([CH3:30])=[O:29]. Product: [Br:8][C:5]1[CH:6]=[CH:7][C:2]([O:29][CH2:28][CH:30]([C:9]#[N:10])[CH3:15])=[N:3][CH:4]=1. The catalyst class is: 16. (3) Reactant: [N:1]1[CH:6]=[CH:5][CH:4]=[C:3]([CH2:7][C:8]#[N:9])[CH:2]=1.Br[CH2:11][CH2:12][CH2:13][CH2:14][CH2:15]Br.CS(C)=O.[H-].[Na+]. Product: [N:1]1[CH:6]=[CH:5][CH:4]=[C:3]([C:7]2([C:8]#[N:9])[CH2:15][CH2:14][CH2:13][CH2:12][CH2:11]2)[CH:2]=1. The catalyst class is: 6. (4) Reactant: [NH2:1][C:2]1[CH:3]=[CH:4][C:5]([O:17][CH:18]([CH3:20])[CH3:19])=[C:6]([CH:16]=1)[CH2:7][NH:8][C:9](=[O:15])[O:10][C:11]([CH3:14])([CH3:13])[CH3:12].Cl[C:22]([O:24][CH3:25])=[O:23]. Product: [CH3:25][O:24][C:22](=[O:23])[NH:1][C:2]1[CH:3]=[CH:4][C:5]([O:17][CH:18]([CH3:20])[CH3:19])=[C:6]([CH2:7][NH:8][C:9]([O:10][C:11]([CH3:12])([CH3:13])[CH3:14])=[O:15])[CH:16]=1. The catalyst class is: 17. (5) Reactant: CI.[Cl:3][C:4]1[CH:5]=[C:6]([CH3:11])[C:7](=[O:10])[NH:8][N:9]=1.[C:12]([O-])([O-])=O.[K+].[K+].O. Product: [Cl:3][C:4]1[CH:5]=[C:6]([CH3:11])[C:7](=[O:10])[N:8]([CH3:12])[N:9]=1. The catalyst class is: 9.